From a dataset of Rat liver microsome stability data. Regression/Classification. Given a drug SMILES string, predict its absorption, distribution, metabolism, or excretion properties. Task type varies by dataset: regression for continuous measurements (e.g., permeability, clearance, half-life) or binary classification for categorical outcomes (e.g., BBB penetration, CYP inhibition). Dataset: rlm. The molecule is O=C(N[C@@H](Cc1c[nH]c2ccccc12)C(=O)Nc1ccncc1)c1ccc(-c2ccccc2F)cc1F. The result is 1 (stable in rat liver microsomes).